From a dataset of Catalyst prediction with 721,799 reactions and 888 catalyst types from USPTO. Predict which catalyst facilitates the given reaction. (1) Reactant: [CH3:1][S:2]([C:5]1[CH:10]=[CH:9][C:8]([CH:11]([NH2:13])[CH3:12])=[CH:7][CH:6]=1)(=[O:4])=[O:3].[Cl:14][C:15]1[CH:20]=[CH:19][CH:18]=[CH:17][C:16]=1[CH2:21][N:22]1[C:27](=[O:28])[C:26]([C:29]([NH:31][CH2:32][C:33]([O:35]CC)=[O:34])=[O:30])=[C:25]([OH:38])[C:24]([C:39](OC)=[O:40])=[C:23]1[OH:43]. Product: [Cl:14][C:15]1[CH:20]=[CH:19][CH:18]=[CH:17][C:16]=1[CH2:21][N:22]1[C:23]([OH:43])=[C:24]([C:39]([NH:13][CH:11]([C:8]2[CH:9]=[CH:10][C:5]([S:2]([CH3:1])(=[O:3])=[O:4])=[CH:6][CH:7]=2)[CH3:12])=[O:40])[C:25]([OH:38])=[C:26]([C:29]([NH:31][CH2:32][C:33]([OH:35])=[O:34])=[O:30])[C:27]1=[O:28]. The catalyst class is: 22. (2) Reactant: [C:1]1(=[O:8])[O:7][C:5](=[O:6])[CH2:4][CH2:3][CH2:2]1.[NH2:9][CH2:10][C:11]1[CH:12]=[C:13]([C:17]2[CH:22]=[CH:21][CH:20]=[C:19]([CH2:23][N:24]3[CH2:29][CH2:28][N:27]([C:30]([O:32][C:33]([CH3:36])([CH3:35])[CH3:34])=[O:31])[C@@H:26]([CH3:37])[CH2:25]3)[CH:18]=2)[CH:14]=[CH:15][CH:16]=1. Product: [CH3:36][C:33]([O:32][C:30]([N:27]1[CH2:28][CH2:29][N:24]([CH2:23][C:19]2[CH:18]=[C:17]([C:13]3[CH:14]=[CH:15][CH:16]=[C:11]([CH2:10][NH:9][C:5](=[O:6])[CH2:4][CH2:3][CH2:2][C:1]([OH:7])=[O:8])[CH:12]=3)[CH:22]=[CH:21][CH:20]=2)[CH2:25][C@@H:26]1[CH3:37])=[O:31])([CH3:34])[CH3:35]. The catalyst class is: 1.